Dataset: Forward reaction prediction with 1.9M reactions from USPTO patents (1976-2016). Task: Predict the product of the given reaction. Given the reactants [NH2:1][C:2]1[CH:7]=[N:6][CH:5]=[CH:4][N:3]=1.C(N(CC)CC)C.[F:15][C:16]([F:27])([F:26])[C:17](O[C:17](=[O:18])[C:16]([F:27])([F:26])[F:15])=[O:18], predict the reaction product. The product is: [F:15][C:16]([F:27])([F:26])[C:17]([NH:1][C:2]1[CH:7]=[N:6][CH:5]=[CH:4][N:3]=1)=[O:18].